Dataset: Forward reaction prediction with 1.9M reactions from USPTO patents (1976-2016). Task: Predict the product of the given reaction. (1) Given the reactants [CH3:1][O:2][C:3]1[CH:4]=[C:5]([C:9]([CH3:14])(C)[C:10](O)=O)[CH:6]=[CH:7][CH:8]=1.C([N:17](CC)CC)C.C1C=CC(P(N=[N+]=[N-])(C2C=CC=CC=2)=O)=CC=1, predict the reaction product. The product is: [CH3:1][O:2][C:3]1[CH:4]=[C:5]([C:9]([NH2:17])([CH3:14])[CH3:10])[CH:6]=[CH:7][CH:8]=1. (2) Given the reactants C([O:3][C:4](=[O:17])[C:5]([CH3:16])([CH3:15])[CH2:6][C:7]1[CH:12]=[CH:11][CH:10]=[C:9]([O:13][CH3:14])[CH:8]=1)C.[OH-].[Na+], predict the reaction product. The product is: [CH3:14][O:13][C:9]1[CH:8]=[C:7]([CH2:6][C:5]([CH3:16])([CH3:15])[C:4]([OH:17])=[O:3])[CH:12]=[CH:11][CH:10]=1.